This data is from Catalyst prediction with 721,799 reactions and 888 catalyst types from USPTO. The task is: Predict which catalyst facilitates the given reaction. (1) The catalyst class is: 9. Reactant: [Cl:1][C:2]1[CH:3]=[C:4]([CH:22]=[C:23]([Cl:27])[C:24]=1[O:25]C)[C:5]([N:7]1[C:11]2[CH:12]=[C:13]([C:16]([F:19])([F:18])[F:17])[CH:14]=[CH:15][C:10]=2[S:9](=[O:21])(=[O:20])[CH2:8]1)=[O:6].[Cl-].[Li+].Cl. Product: [Cl:1][C:2]1[CH:3]=[C:4]([CH:22]=[C:23]([Cl:27])[C:24]=1[OH:25])[C:5]([N:7]1[C:11]2[CH:12]=[C:13]([C:16]([F:18])([F:19])[F:17])[CH:14]=[CH:15][C:10]=2[S:9](=[O:20])(=[O:21])[CH2:8]1)=[O:6]. (2) Reactant: [CH3:1][C:2]1([C:7]2[CH:12]=[CH:11][C:10]([C:13]3[N:29]([CH2:30][O:31][CH2:32][CH2:33][Si:34]([CH3:37])([CH3:36])[CH3:35])[C:16]4=[N:17][CH:18]=[C:19]([NH:21][C:22](=[O:28])[O:23][C:24]([CH3:27])([CH3:26])[CH3:25])[N:20]=[C:15]4[CH:14]=3)=[CH:9][CH:8]=2)[O:6][CH2:5][CH2:4][O:3]1.C([O-])([O-])=O.[Cs+].[Cs+].Br[CH2:45][C:46]([CH3:48])=[CH2:47].CCOC(C)=O. Product: [CH3:1][C:2]1([C:7]2[CH:12]=[CH:11][C:10]([C:13]3[N:29]([CH2:30][O:31][CH2:32][CH2:33][Si:34]([CH3:37])([CH3:36])[CH3:35])[C:16]4=[N:17][CH:18]=[C:19]([N:21]([CH2:47][C:46]([CH3:48])=[CH2:45])[C:22](=[O:28])[O:23][C:24]([CH3:25])([CH3:26])[CH3:27])[N:20]=[C:15]4[CH:14]=3)=[CH:9][CH:8]=2)[O:6][CH2:5][CH2:4][O:3]1. The catalyst class is: 18. (3) Reactant: [C:1]([O:5][C:6]([N:8]1[CH:13]([CH:14]([OH:24])[CH:15]([NH2:23])[CH2:16][C:17]2[CH:22]=[CH:21][CH:20]=[CH:19][CH:18]=2)[CH:12]2[CH:25]([CH2:26][O:27][CH3:28])[CH:9]1[CH2:10][CH2:11]2)=[O:7])([CH3:4])([CH3:3])[CH3:2].C(N(CC)CC)C.[C:36](OC(=O)C)(=[O:38])[CH3:37].ClCCl. Product: [C:1]([O:5][C:6]([N:8]1[CH:13]([CH:14]([OH:24])[CH:15]([NH:23][C:36](=[O:38])[CH3:37])[CH2:16][C:17]2[CH:18]=[CH:19][CH:20]=[CH:21][CH:22]=2)[CH:12]2[CH:25]([CH2:26][O:27][CH3:28])[CH:9]1[CH2:10][CH2:11]2)=[O:7])([CH3:2])([CH3:4])[CH3:3]. The catalyst class is: 30. (4) The catalyst class is: 15. Product: [Br:11][C:9]1[CH:8]=[C:7]2[C:3]([CH:4]=[CH:5][NH:6]2)=[C:2]([N:1]2[C:15](=[O:16])[C:14]3=[CH:18][CH:19]=[CH:20][CH:21]=[C:13]3[C:12]2=[O:17])[CH:10]=1. Reactant: [NH2:1][C:2]1[CH:10]=[C:9]([Br:11])[CH:8]=[C:7]2[C:3]=1[CH:4]=[CH:5][NH:6]2.[C:12]1(=O)[O:17][C:15](=[O:16])[C:14]2=[CH:18][CH:19]=[CH:20][CH:21]=[C:13]12.C(=O)(O)[O-].[Na+]. (5) Reactant: Cl[C:2]1[C:7]2=[CH:8][C:9]3[C:14]([N:6]2[N:5]=[C:4]([S:15][CH3:16])[N:3]=1)=[CH:13][CH:12]=[CH:11][CH:10]=3.[BH4-].[Na+]. Product: [CH3:16][S:15][C:4]1[NH:3][CH2:2][C:7]2=[CH:8][C:9]3[C:14]([N:6]2[N:5]=1)=[CH:13][CH:12]=[CH:11][CH:10]=3. The catalyst class is: 32.